From a dataset of Reaction yield outcomes from USPTO patents with 853,638 reactions. Predict the reaction yield, written as a fraction of the theoretical maximum amount of product (1.0 means a 100% yield; for example, 0.34 means a 34% yield). (1) The reactants are O.ON1C2C=CC=CC=2N=N1.Cl.CN(CCCN=C=NCC)C.C(N(CC)CC)C.[CH:31]1([CH2:34][N:35]2[C:43]([N:44]3[CH2:49][CH2:48][NH:47][CH2:46][CH2:45]3)=[N:42][C:41]3[C:36]2=[N:37][C:38]([C:56]2[CH:57]=[N:58][C:59]([NH2:62])=[N:60][CH:61]=2)=[N:39][C:40]=3[N:50]2[CH2:55][CH2:54][O:53][CH2:52][CH2:51]2)[CH2:33][CH2:32]1.C(O[C:68]([N:70](C)[CH2:71][C:72](O)=[O:73])=O)(C)(C)C. The catalyst is ClCCl.CO.CN(C)C=O. The product is [CH:31]1([CH2:34][N:35]2[C:43]([N:44]3[CH2:49][CH2:48][N:47]([C:72](=[O:73])[CH2:71][NH:70][CH3:68])[CH2:46][CH2:45]3)=[N:42][C:41]3[C:36]2=[N:37][C:38]([C:56]2[CH:61]=[N:60][C:59]([NH2:62])=[N:58][CH:57]=2)=[N:39][C:40]=3[N:50]2[CH2:55][CH2:54][O:53][CH2:52][CH2:51]2)[CH2:32][CH2:33]1. The yield is 0.580. (2) The product is [NH2:17][C:18]1[CH:19]=[C:20]([CH:24]=[CH:25][N:26]=1)[C:21]([NH:14][CH:12]([C:9]1[CH:10]=[N:11][C:6]([O:5][CH2:4][C:3]([F:2])([F:15])[F:16])=[CH:7][CH:8]=1)[CH3:13])=[O:22]. The reactants are Cl.[F:2][C:3]([F:16])([F:15])[CH2:4][O:5][C:6]1[N:11]=[CH:10][C:9]([CH:12]([NH2:14])[CH3:13])=[CH:8][CH:7]=1.[NH2:17][C:18]1[CH:19]=[C:20]([CH:24]=[CH:25][N:26]=1)[C:21](O)=[O:22].C(N(CC)C(C)C)(C)C.CN(C(ON1N=NC2C=CC=CC1=2)=[N+](C)C)C.F[P-](F)(F)(F)(F)F. The yield is 0.630. The catalyst is CN(C)C=O. (3) The reactants are C([Si](C(C)C)(C(C)C)[O:5][CH2:6][CH2:7][S:8][C:9]1[CH:14]=[CH:13][CH:12]=[CH:11][C:10]=1[C:15]1[N:19]2[CH:20]=[C:21]([O:24][C@@H:25]3[C:34]4[C:29](=[CH:30][CH:31]=[CH:32][CH:33]=4)[C@@H:28]([NH2:35])[CH2:27][CH2:26]3)[CH:22]=[CH:23][C:18]2=[N:17][N:16]=1)(C)C.ClC(Cl)(Cl)C[O:45][C:46](=O)[NH:47][C:48]1[N:49]([C:57]2[CH:62]=[CH:61][C:60]([O:63][Si](C(C)C)(C(C)C)C(C)C)=[C:59]([Cl:74])[CH:58]=2)[N:50]=[C:51]([C:53]([CH3:56])([CH3:55])[CH3:54])[CH:52]=1.C(N(C(C)C)CC)(C)C. The catalyst is CN(C=O)C.C1COCC1.C(=O)([O-])O.[Na+]. The product is [C:53]([C:51]1[CH:52]=[C:48]([NH:47][C:46]([NH:35][C@@H:28]2[C:29]3[C:34](=[CH:33][CH:32]=[CH:31][CH:30]=3)[C@@H:25]([O:24][C:21]3[CH:22]=[CH:23][C:18]4[N:19]([C:15]([C:10]5[CH:11]=[CH:12][CH:13]=[CH:14][C:9]=5[S:8][CH2:7][CH2:6][OH:5])=[N:16][N:17]=4)[CH:20]=3)[CH2:26][CH2:27]2)=[O:45])[N:49]([C:57]2[CH:62]=[CH:61][C:60]([OH:63])=[C:59]([Cl:74])[CH:58]=2)[N:50]=1)([CH3:56])([CH3:54])[CH3:55]. The yield is 0.0650. (4) The reactants are [CH:1]1([CH2:4][N:5]2[C:9]([N:10]3[CH2:16][CH2:15][CH2:14][C@@H:13]([NH:17][C:18](=[O:23])[C:19]([F:22])([F:21])[F:20])[CH2:12][CH2:11]3)=[C:8]([N+:24]([O-])=O)[CH:7]=[N:6]2)[CH2:3][CH2:2]1.[C:27]([O:31][C:32]([NH:34][C:35]1[S:39][C:38]([C:40]2[C:45]([F:46])=[CH:44][CH:43]=[CH:42][C:41]=2[F:47])=[N:37][C:36]=1[C:48](O)=[O:49])=[O:33])([CH3:30])([CH3:29])[CH3:28]. No catalyst specified. The product is [F:47][C:41]1[CH:42]=[CH:43][CH:44]=[C:45]([F:46])[C:40]=1[C:38]1[S:39][C:35]([NH:34][C:32](=[O:33])[O:31][C:27]([CH3:29])([CH3:28])[CH3:30])=[C:36]([C:48](=[O:49])[NH:24][C:8]2[CH:7]=[N:6][N:5]([CH2:4][CH:1]3[CH2:3][CH2:2]3)[C:9]=2[N:10]2[CH2:16][CH2:15][CH2:14][C@@H:13]([NH:17][C:18](=[O:23])[C:19]([F:22])([F:21])[F:20])[CH2:12][CH2:11]2)[N:37]=1. The yield is 0.770. (5) The reactants are [Cl:1][C:2]1[CH:3]=[C:4]([CH:39]=[CH:40][C:41]=1[Cl:42])[C:5]([NH:7][C:8]1[CH:38]=[CH:37][C:11]([O:12][C:13]2[CH:18]=[CH:17][C:16]([CH2:19][C:20]([O:22]C(C)(C)C)=[O:21])=[CH:15][C:14]=2[CH2:27][NH:28][C:29](=[O:36])[C:30]2[CH:35]=[CH:34][CH:33]=[N:32][CH:31]=2)=[CH:10][CH:9]=1)=[O:6]. The catalyst is C(Cl)Cl.C(O)(C(F)(F)F)=O. The product is [Cl:1][C:2]1[CH:3]=[C:4]([CH:39]=[CH:40][C:41]=1[Cl:42])[C:5]([NH:7][C:8]1[CH:38]=[CH:37][C:11]([O:12][C:13]2[CH:18]=[CH:17][C:16]([CH2:19][C:20]([OH:22])=[O:21])=[CH:15][C:14]=2[CH2:27][NH:28][C:29](=[O:36])[C:30]2[CH:35]=[CH:34][CH:33]=[N:32][CH:31]=2)=[CH:10][CH:9]=1)=[O:6]. The yield is 0.880. (6) The reactants are [F:1][C:2]1[CH:3]=[C:4]([CH:9]=[CH:10][C:11]=1[O:12][CH:13]([CH3:15])[CH3:14])[C:5]([O:7]C)=[O:6].[OH-].[Na+]. The catalyst is O1CCOCC1. The product is [F:1][C:2]1[CH:3]=[C:4]([CH:9]=[CH:10][C:11]=1[O:12][CH:13]([CH3:15])[CH3:14])[C:5]([OH:7])=[O:6]. The yield is 0.720. (7) The yield is 0.800. The product is [CH:1]([C:4]1[CH:5]=[CH:6][C:7]([C:10]2[N:11]=[C:12]([NH:15][C:20]([CH:16]3[CH2:19][CH2:18][CH2:17]3)=[O:21])[S:13][CH:14]=2)=[CH:8][CH:9]=1)([CH3:3])[CH3:2]. The reactants are [CH:1]([C:4]1[CH:9]=[CH:8][C:7]([C:10]2[N:11]=[C:12]([NH2:15])[S:13][CH:14]=2)=[CH:6][CH:5]=1)([CH3:3])[CH3:2].[CH:16]1([C:20](Cl)=[O:21])[CH2:19][CH2:18][CH2:17]1.N1C=CC=CC=1. The catalyst is C(Cl)Cl. (8) The reactants are [CH3:1][C:2]1([CH3:26])[C:6]([C:7]2[C:8](OS(C(F)(F)F)(=O)=O)=[CH:9][C:10]([F:17])=[C:11]([CH:16]=2)[C:12]([O:14][CH3:15])=[O:13])=[CH:5][CH2:4][CH2:3]1.[F:27][C:28]1[CH:33]=[CH:32][C:31]([O:34][CH3:35])=[CH:30][C:29]=1B(O)O.C(=O)([O-])[O-].[K+].[K+]. The catalyst is CN(C=O)C.O.C1C=CC([P]([Pd]([P](C2C=CC=CC=2)(C2C=CC=CC=2)C2C=CC=CC=2)([P](C2C=CC=CC=2)(C2C=CC=CC=2)C2C=CC=CC=2)[P](C2C=CC=CC=2)(C2C=CC=CC=2)C2C=CC=CC=2)(C2C=CC=CC=2)C2C=CC=CC=2)=CC=1. The product is [CH3:26][C:2]1([CH3:1])[C:6]([C:7]2[CH:16]=[C:11]([C:12]([O:14][CH3:15])=[O:13])[C:10]([F:17])=[CH:9][C:8]=2[C:29]2[CH:30]=[C:31]([O:34][CH3:35])[CH:32]=[CH:33][C:28]=2[F:27])=[CH:5][CH2:4][CH2:3]1. The yield is 0.930. (9) The reactants are [CH3:1][N:2]1[CH2:11][C@@H:10]2[C@H:5]([CH2:6][CH2:7][CH2:8][CH2:9]2)[N:4]([CH:12]2[CH2:17][CH2:16][NH:15][CH2:14][CH2:13]2)[C:3]1=[O:18].O=[C:20]1[CH2:25][CH2:24][N:23]([C:26]([O:28][CH:29]([CH3:31])[CH3:30])=[O:27])[CH2:22][CH2:21]1. The yield is 0.230. No catalyst specified. The product is [CH3:1][N:2]1[CH2:11][C@@H:10]2[C@H:5]([CH2:6][CH2:7][CH2:8][CH2:9]2)[N:4]([CH:12]2[CH2:17][CH2:16][N:15]([CH:20]3[CH2:25][CH2:24][N:23]([C:26]([O:28][CH:29]([CH3:31])[CH3:30])=[O:27])[CH2:22][CH2:21]3)[CH2:14][CH2:13]2)[C:3]1=[O:18].